Task: Regression. Given two drug SMILES strings and cell line genomic features, predict the synergy score measuring deviation from expected non-interaction effect.. Dataset: NCI-60 drug combinations with 297,098 pairs across 59 cell lines (1) Drug 1: CS(=O)(=O)C1=CC(=C(C=C1)C(=O)NC2=CC(=C(C=C2)Cl)C3=CC=CC=N3)Cl. Drug 2: CCCS(=O)(=O)NC1=C(C(=C(C=C1)F)C(=O)C2=CNC3=C2C=C(C=N3)C4=CC=C(C=C4)Cl)F. Cell line: HT29. Synergy scores: CSS=65.0, Synergy_ZIP=7.79, Synergy_Bliss=9.94, Synergy_Loewe=-14.5, Synergy_HSA=9.56. (2) Drug 1: C1=CC(=CC=C1CCCC(=O)O)N(CCCl)CCCl. Drug 2: CC1=C(N=C(N=C1N)C(CC(=O)N)NCC(C(=O)N)N)C(=O)NC(C(C2=CN=CN2)OC3C(C(C(C(O3)CO)O)O)OC4C(C(C(C(O4)CO)O)OC(=O)N)O)C(=O)NC(C)C(C(C)C(=O)NC(C(C)O)C(=O)NCCC5=NC(=CS5)C6=NC(=CS6)C(=O)NCCC[S+](C)C)O. Cell line: RXF 393. Synergy scores: CSS=15.2, Synergy_ZIP=-5.09, Synergy_Bliss=1.10, Synergy_Loewe=-2.54, Synergy_HSA=1.71. (3) Drug 1: CC12CCC3C(C1CCC2=O)CC(=C)C4=CC(=O)C=CC34C. Drug 2: CC=C1C(=O)NC(C(=O)OC2CC(=O)NC(C(=O)NC(CSSCCC=C2)C(=O)N1)C(C)C)C(C)C. Cell line: EKVX. Synergy scores: CSS=60.8, Synergy_ZIP=17.5, Synergy_Bliss=14.5, Synergy_Loewe=-3.39, Synergy_HSA=17.1. (4) Drug 1: CCCS(=O)(=O)NC1=C(C(=C(C=C1)F)C(=O)C2=CNC3=C2C=C(C=N3)C4=CC=C(C=C4)Cl)F. Drug 2: CCC(=C(C1=CC=CC=C1)C2=CC=C(C=C2)OCCN(C)C)C3=CC=CC=C3.C(C(=O)O)C(CC(=O)O)(C(=O)O)O. Cell line: SR. Synergy scores: CSS=6.38, Synergy_ZIP=2.80, Synergy_Bliss=6.83, Synergy_Loewe=2.37, Synergy_HSA=6.63.